Dataset: Catalyst prediction with 721,799 reactions and 888 catalyst types from USPTO. Task: Predict which catalyst facilitates the given reaction. Reactant: Br[C:2]1[CH:7]=[CH:6][C:5]([O:8][CH3:9])=[CH:4][C:3]=1[F:10].C([Mg]Cl)(C)C.[CH2:16]([N:23]1[CH2:28][CH2:27][C:26](=[O:29])[CH2:25][CH2:24]1)[C:17]1[CH:22]=[CH:21][CH:20]=[CH:19][CH:18]=1. Product: [CH2:16]([N:23]1[CH2:28][CH2:27][C:26]([C:2]2[CH:7]=[CH:6][C:5]([O:8][CH3:9])=[CH:4][C:3]=2[F:10])([OH:29])[CH2:25][CH2:24]1)[C:17]1[CH:18]=[CH:19][CH:20]=[CH:21][CH:22]=1. The catalyst class is: 1.